This data is from Forward reaction prediction with 1.9M reactions from USPTO patents (1976-2016). The task is: Predict the product of the given reaction. (1) The product is: [Cl:1][C:2]1[CH:3]=[CH:4][C:5]2[C:14]3[C:9](=[CH:10][N:11]=[CH:12][CH:13]=3)[C:8](=[O:15])[N:7]([CH2:20][CH2:19][O:18][CH3:17])[C:6]=2[CH:16]=1. Given the reactants [Cl:1][C:2]1[CH:3]=[CH:4][C:5]2[C:14]3[C:9](=[CH:10][N:11]=[CH:12][CH:13]=3)[C:8](=[O:15])[NH:7][C:6]=2[CH:16]=1.[CH3:17][O:18][CH2:19][CH2:20]Br, predict the reaction product. (2) Given the reactants [NH2:1][C:2]1[CH:7]=[CH:6][C:5]([C:8]2[CH:13]=[CH:12][C:11]([S:14]([N:17]3[CH:21]([C:22]([OH:24])=[O:23])[CH2:20][CH:19]4[CH2:25][CH2:26][CH2:27][CH:18]34)(=[O:16])=[O:15])=[CH:10][CH:9]=2)=[CH:4][CH:3]=1.N1C=CC=CC=1.Cl[C:35]([O:37][CH2:38][CH:39]1[CH2:41][CH2:40]1)=[O:36], predict the reaction product. The product is: [CH:39]1([CH2:38][O:37][C:35]([NH:1][C:2]2[CH:7]=[CH:6][C:5]([C:8]3[CH:9]=[CH:10][C:11]([S:14]([N:17]4[CH:21]([C:22]([OH:24])=[O:23])[CH2:20][CH:19]5[CH2:25][CH2:26][CH2:27][CH:18]45)(=[O:16])=[O:15])=[CH:12][CH:13]=3)=[CH:4][CH:3]=2)=[O:36])[CH2:41][CH2:40]1.